From a dataset of Reaction yield outcomes from USPTO patents with 853,638 reactions. Predict the reaction yield, written as a fraction of the theoretical maximum amount of product (1.0 means a 100% yield; for example, 0.34 means a 34% yield). (1) The reactants are [F:1][C:2]1[CH:9]=[C:8]([O:10][CH3:11])[CH:7]=[CH:6][C:3]=1[CH:4]=O.[C:12]([CH:17]=P(C1C=CC=CC=1)(C1C=CC=CC=1)C1C=CC=CC=1)([O:14][CH2:15][CH3:16])=[O:13]. The catalyst is C1COCC1. The product is [CH2:15]([O:14][C:12](=[O:13])/[CH:17]=[CH:4]/[C:3]1[CH:6]=[CH:7][C:8]([O:10][CH3:11])=[CH:9][C:2]=1[F:1])[CH3:16]. The yield is 0.830. (2) The product is [CH2:6]([O:5][C:3]([C:2]1[C:1](=[O:9])[NH:21][C:20]2[C:19]([C:24]=1[OH:23])=[CH:18][C:17]([CH3:16])=[CH:28][CH:27]=2)=[O:4])[CH3:7]. The reactants are [C:1]([O:9]CC)(=O)[CH2:2][C:3]([O:5][CH2:6][CH3:7])=[O:4].[H-].[Na+].[H][H].[CH3:16][C:17]1[CH:28]=[CH:27][C:20]2[NH:21]C(=O)[O:23][C:24](=O)[C:19]=2[CH:18]=1.Cl. The catalyst is CC(N(C)C)=O. The yield is 0.360. (3) The reactants are [OH:1][CH2:2][C@H:3]1[CH2:8][CH2:7][CH2:6][N:5]([C:9]([O:11][C:12]([CH3:15])([CH3:14])[CH3:13])=[O:10])[CH2:4]1.C(N(C(C)C)C(C)C)C.[CH3:25][S:26](Cl)(=[O:28])=[O:27]. The catalyst is ClCCl. The product is [CH3:25][S:26]([O:1][CH2:2][C@H:3]1[CH2:8][CH2:7][CH2:6][N:5]([C:9]([O:11][C:12]([CH3:15])([CH3:14])[CH3:13])=[O:10])[CH2:4]1)(=[O:28])=[O:27]. The yield is 0.940. (4) The reactants are [Cl:1][C:2]1[CH:18]=[CH:17][C:5]([CH2:6][NH:7][C:8]2[CH:9]=[N:10][CH:11]=[CH:12][C:13]=2[C:14]([OH:16])=[O:15])=[C:4]([CH:19]2[CH2:21][CH2:20]2)[CH:3]=1.S(Cl)(Cl)=O.[CH3:26]O. No catalyst specified. The product is [Cl:1][C:2]1[CH:18]=[CH:17][C:5]([CH2:6][NH:7][C:8]2[CH:9]=[N:10][CH:11]=[CH:12][C:13]=2[C:14]([O:16][CH3:26])=[O:15])=[C:4]([CH:19]2[CH2:21][CH2:20]2)[CH:3]=1. The yield is 0.310. (5) The reactants are [Si:1]([O:8]/[C:9](=[CH:14]\[CH2:15][CH2:16][CH2:17][CH2:18][CH2:19][O:20][C:21]1[CH:26]=[CH:25][C:24]([C:27]2[CH:32]=[CH:31][C:30]([C:33]#[N:34])=[CH:29][CH:28]=2)=[CH:23][CH:22]=1)/[C:10]([O:12][CH3:13])=[O:11])([C:4]([CH3:7])([CH3:6])[CH3:5])([CH3:3])[CH3:2].C1C=C(Cl)C=C(C(OO)=[O:43])C=1.[F-].[K+]. The catalyst is ClCCl. The product is [Si:1]([O:8][C:9]1([C:10]([O:12][CH3:13])=[O:11])[CH:14]([CH2:15][CH2:16][CH2:17][CH2:18][CH2:19][O:20][C:21]2[CH:26]=[CH:25][C:24]([C:27]3[CH:28]=[CH:29][C:30]([C:33]#[N:34])=[CH:31][CH:32]=3)=[CH:23][CH:22]=2)[O:43]1)([C:4]([CH3:7])([CH3:6])[CH3:5])([CH3:3])[CH3:2]. The yield is 0.710. (6) The reactants are [CH:1]([C:3]1[CH:11]=[CH:10][C:6]([C:7]([OH:9])=[O:8])=[CH:5][CH:4]=1)=O.[F:12][C:13]1[CH:19]=[CH:18][CH:17]=[CH:16][C:14]=1[NH2:15].[B][B][B][B][B][B][B][B][B][B]. The catalyst is CO. The product is [F:12][C:13]1[CH:19]=[CH:18][CH:17]=[CH:16][C:14]=1[NH:15][CH2:1][C:3]1[CH:11]=[CH:10][C:6]([C:7]([OH:9])=[O:8])=[CH:5][CH:4]=1. The yield is 0.990. (7) The reactants are [CH2:1]([N:3]1[C:7]2=[N:8][C:9]([CH2:42][CH3:43])=[C:10]([CH2:19][NH:20][C:21](=[O:41])[CH2:22][C:23]([NH:25][CH2:26][C:27]3[CH:28]=[C:29]([C:33]4[CH:38]=[CH:37][CH:36]=[C:35]([CH:39]=O)[CH:34]=4)[CH:30]=[CH:31][CH:32]=3)=[O:24])[C:11]([NH:12][CH:13]3[CH2:18][CH2:17][O:16][CH2:15][CH2:14]3)=[C:6]2[CH:5]=[N:4]1)[CH3:2].[NH:44]1[CH2:49][CH2:48][O:47][CH2:46][CH2:45]1.[BH-](OC(C)=O)(OC(C)=O)OC(C)=O.[Na+].CC(O)=O. The catalyst is CS(C)=O. The product is [CH2:1]([N:3]1[C:7]2=[N:8][C:9]([CH2:42][CH3:43])=[C:10]([CH2:19][NH:20][C:21](=[O:41])[CH2:22][C:23]([NH:25][CH2:26][C:27]3[CH:28]=[C:29]([C:33]4[CH:38]=[CH:37][CH:36]=[C:35]([CH2:39][N:44]5[CH2:49][CH2:48][O:47][CH2:46][CH2:45]5)[CH:34]=4)[CH:30]=[CH:31][CH:32]=3)=[O:24])[C:11]([NH:12][CH:13]3[CH2:18][CH2:17][O:16][CH2:15][CH2:14]3)=[C:6]2[CH:5]=[N:4]1)[CH3:2]. The yield is 0.340.